This data is from Full USPTO retrosynthesis dataset with 1.9M reactions from patents (1976-2016). The task is: Predict the reactants needed to synthesize the given product. (1) Given the product [CH3:10][O:11][C:12]1[CH:17]=[C:16]([CH3:18])[CH:15]=[CH:14][C:13]=1[O:19][C:2]1[CH:9]=[CH:8][C:5]([C:6]#[N:7])=[CH:4][CH:3]=1, predict the reactants needed to synthesize it. The reactants are: F[C:2]1[CH:9]=[CH:8][C:5]([C:6]#[N:7])=[CH:4][CH:3]=1.[CH3:10][O:11][C:12]1[CH:17]=[C:16]([CH3:18])[CH:15]=[CH:14][C:13]=1[OH:19].C(=O)([O-])[O-].[Cs+].[Cs+].O. (2) Given the product [CH3:1][C:2]([CH3:10])([CH3:9])[C@@H:3]([C:5]([O:7][CH3:8])=[O:6])[N:4]=[C:11]=[O:12], predict the reactants needed to synthesize it. The reactants are: [CH3:1][C:2]([CH3:10])([CH3:9])[C@@H:3]([C:5]([O:7][CH3:8])=[O:6])[NH2:4].[C:11]([O-])(O)=[O:12].[Na+].ClC(Cl)(OC(=O)OC(Cl)(Cl)Cl)Cl.